Dataset: Reaction yield outcomes from USPTO patents with 853,638 reactions. Task: Predict the reaction yield, written as a fraction of the theoretical maximum amount of product (1.0 means a 100% yield; for example, 0.34 means a 34% yield). The reactants are [Cl-].O[NH3+:3].[C:4](=[O:7])([O-])[OH:5].[Na+].CS(C)=O.[CH2:13]([C:17]1[N:18]=[C:19]([CH2:48][CH3:49])[N:20]([C:39]2[CH:40]=[CH:41][C:42]3[O:46][CH2:45][CH2:44][C:43]=3[CH:47]=2)[C:21](=[O:38])[C:22]=1[CH2:23][C:24]1[CH:29]=[CH:28][C:27]([C:30]2[C:31]([C:36]#[N:37])=[CH:32][CH:33]=[CH:34][CH:35]=2)=[CH:26][CH:25]=1)[CH2:14][CH2:15][CH3:16]. The catalyst is C(OCC)(=O)C. The product is [CH2:13]([C:17]1[N:18]=[C:19]([CH2:48][CH3:49])[N:20]([C:39]2[CH:40]=[CH:41][C:42]3[O:46][CH2:45][CH2:44][C:43]=3[CH:47]=2)[C:21](=[O:38])[C:22]=1[CH2:23][C:24]1[CH:25]=[CH:26][C:27]([C:30]2[CH:35]=[CH:34][CH:33]=[CH:32][C:31]=2[C:36]2[NH:3][C:4](=[O:7])[O:5][N:37]=2)=[CH:28][CH:29]=1)[CH2:14][CH2:15][CH3:16]. The yield is 0.750.